Predict the reaction yield, written as a fraction of the theoretical maximum amount of product (1.0 means a 100% yield; for example, 0.34 means a 34% yield). From a dataset of Reaction yield outcomes from USPTO patents with 853,638 reactions. (1) The reactants are [F:1][C:2]([F:13])([F:12])[C:3](O[C:3](=O)[C:2]([F:13])([F:12])[F:1])=O.[NH2:14][CH:15]([C:19]([OH:21])=[O:20])[CH:16]([CH3:18])[CH3:17]. No catalyst specified. The product is [CH:16]([C:15]1[C:19](=[O:21])[O:20][CH:3]([C:2]([F:13])([F:12])[F:1])[N:14]=1)([CH3:18])[CH3:17]. The yield is 0.650. (2) The reactants are C([O:8][P:9]([O:19][C:20]1[CH:25]=[C:24]([NH:26][C:27]([C:29]2[C:38](=[O:39])[C:37]3[C:32](=[CH:33][CH:34]=[CH:35][CH:36]=3)[NH:31][CH:30]=2)=[O:28])[C:23]([C:40]2[CH:45]=[CH:44][CH:43]=[C:42]([O:46][CH2:47][CH3:48])[CH:41]=2)=[CH:22][C:21]=1[C:49]([CH3:52])([CH3:51])[CH3:50])(=[O:18])[O:10]CC1C=CC=CC=1)C1C=CC=CC=1. The catalyst is C(O)C. The product is [CH2:47]([O:46][C:42]1[CH:41]=[C:40]([C:23]2[C:24]([NH:26][C:27]([C:29]3[C:38](=[O:39])[C:37]4[C:32](=[CH:33][CH:34]=[CH:35][CH:36]=4)[NH:31][CH:30]=3)=[O:28])=[CH:25][C:20]([O:19][P:9](=[O:8])([OH:10])[OH:18])=[C:21]([C:49]([CH3:50])([CH3:52])[CH3:51])[CH:22]=2)[CH:45]=[CH:44][CH:43]=1)[CH3:48]. The yield is 0.930. (3) The reactants are [CH3:1][O:2][C:3]1[CH:4]=[C:5]([C:9]2[CH:17]=[C:16]3[C:12]([CH2:13][C:14](=[O:18])[NH:15]3)=[CH:11][CH:10]=2)[CH:6]=[CH:7][CH:8]=1.[CH3:19][N:20]([CH3:35])[CH2:21][CH2:22][NH:23][C:24]([C:26]1[C:30]([CH3:31])=[C:29]([CH:32]=O)[NH:28][C:27]=1[CH3:34])=[O:25]. No catalyst specified. The product is [CH3:19][N:20]([CH3:35])[CH2:21][CH2:22][NH:23][C:24]([C:26]1[C:30]([CH3:31])=[C:29]([CH:32]=[C:13]2[C:12]3[C:16](=[CH:17][C:9]([C:5]4[CH:6]=[CH:7][CH:8]=[C:3]([O:2][CH3:1])[CH:4]=4)=[CH:10][CH:11]=3)[NH:15][C:14]2=[O:18])[NH:28][C:27]=1[CH3:34])=[O:25]. The yield is 0.140.